The task is: Predict the reaction yield, written as a fraction of the theoretical maximum amount of product (1.0 means a 100% yield; for example, 0.34 means a 34% yield).. This data is from Reaction yield outcomes from USPTO patents with 853,638 reactions. The reactants are C(O[BH-](OC(=O)C)OC(=O)C)(=O)C.[Na+].[CH3:15][N:16]([CH2:27][CH:28]=O)[C:17](=[O:26])[O:18][CH2:19][C:20]1[CH:25]=[CH:24][CH:23]=[CH:22][CH:21]=1.[CH3:30][O:31][CH2:32][CH2:33][NH:34][CH2:35][CH2:36][O:37][CH2:38][CH2:39][O:40][CH2:41][CH2:42][O:43][CH2:44][CH2:45][O:46][CH2:47][CH2:48][O:49][CH2:50][CH2:51][O:52][CH2:53][CH2:54][O:55][CH3:56].C(O)(=O)C. The catalyst is C1COCC1.C(OCC)(=O)C. The product is [CH3:30][O:31][CH2:32][CH2:33][N:34]([CH2:28][CH2:27][N:16]([CH3:15])[C:17](=[O:26])[O:18][CH2:19][C:20]1[CH:21]=[CH:22][CH:23]=[CH:24][CH:25]=1)[CH2:35][CH2:36][O:37][CH2:38][CH2:39][O:40][CH2:41][CH2:42][O:43][CH2:44][CH2:45][O:46][CH2:47][CH2:48][O:49][CH2:50][CH2:51][O:52][CH2:53][CH2:54][O:55][CH3:56]. The yield is 0.550.